This data is from Forward reaction prediction with 1.9M reactions from USPTO patents (1976-2016). The task is: Predict the product of the given reaction. (1) Given the reactants [NH2:1][CH2:2][C:3]([OH:5])=[O:4].O.[Cl-:7].[Al+3:8].[Cl-].[Cl-], predict the reaction product. The product is: [NH2:1][CH2:2][C:3]([OH:5])=[O:4].[Cl-:7].[Al+3:8].[Cl-:7].[Cl-:7]. (2) Given the reactants [NH2:1][CH2:2][CH2:3][CH2:4][OH:5].C(=O)([O-])[O-].[K+].[K+].[CH2:12]([O:19][C:20](Cl)=[O:21])[C:13]1[CH:18]=[CH:17][CH:16]=[CH:15][CH:14]=1, predict the reaction product. The product is: [OH:5][CH2:4][CH2:3][CH2:2][NH:1][C:20](=[O:21])[O:19][CH2:12][C:13]1[CH:18]=[CH:17][CH:16]=[CH:15][CH:14]=1. (3) Given the reactants [C:1]([C:4]1[CH:13]=[N:12][C:11]2[N:10]([CH2:14][C:15]3[CH:20]=[CH:19][C:18]([O:21][CH3:22])=[CH:17][CH:16]=3)[C:9](=[O:23])[N:8]3[N:24]=[CH:25][N:26]=[C:7]3[C:6]=2[CH:5]=1)(=[O:3])C.C1COCC1.C[Si](C)(C)[C:34]([F:37])([F:36])[F:35].[F-].C([N+](CCCC)(CCCC)CCCC)CCC, predict the reaction product. The product is: [CH3:22][O:21][C:18]1[CH:17]=[CH:16][C:15]([CH2:14][N:10]2[C:11]3[N:12]=[CH:13][C:4]([CH:1]([OH:3])[C:34]([F:37])([F:36])[F:35])=[CH:5][C:6]=3[C:7]3=[N:26][CH:25]=[N:24][N:8]3[C:9]2=[O:23])=[CH:20][CH:19]=1. (4) Given the reactants [C:1]1([C:7]2[O:11][N:10]=[C:9]([C:12]([O:14]C)=[O:13])[C:8]=2[CH2:16][CH2:17][C:18]([F:21])([F:20])[F:19])[CH:6]=[CH:5][CH:4]=[CH:3][CH:2]=1.[OH-].[Na+].C(O)(=O)C, predict the reaction product. The product is: [C:1]1([C:7]2[O:11][N:10]=[C:9]([C:12]([OH:14])=[O:13])[C:8]=2[CH2:16][CH2:17][C:18]([F:20])([F:21])[F:19])[CH:2]=[CH:3][CH:4]=[CH:5][CH:6]=1. (5) The product is: [N:42]1([C:22]2[C:23]3[N:28]=[N:27][N:26]([CH:29]4[CH2:30][CH2:31][N:32]([C:35]([O:37][C:38]([CH3:41])([CH3:39])[CH3:40])=[O:36])[CH2:33][CH2:34]4)[C:24]=3[N:25]=[C:20]([C:17]3[CH:16]=[CH:15][C:14]([NH:13][C:5](=[O:11])[NH:48][C:49]4[CH:54]=[CH:53][N:52]=[CH:51][CH:50]=4)=[CH:19][CH:18]=3)[N:21]=2)[CH2:43][CH2:44][O:45][CH2:46][CH2:47]1. Given the reactants ClC(Cl)(O[C:5](=[O:11])OC(Cl)(Cl)Cl)Cl.[NH2:13][C:14]1[CH:19]=[CH:18][C:17]([C:20]2[N:21]=[C:22]([N:42]3[CH2:47][CH2:46][O:45][CH2:44][CH2:43]3)[C:23]3[N:28]=[N:27][N:26]([CH:29]4[CH2:34][CH2:33][N:32]([C:35]([O:37][C:38]([CH3:41])([CH3:40])[CH3:39])=[O:36])[CH2:31][CH2:30]4)[C:24]=3[N:25]=2)=[CH:16][CH:15]=1.[NH2:48][C:49]1[CH:54]=[CH:53][N:52]=[CH:51][CH:50]=1.CCN(CC)CC, predict the reaction product.